Dataset: Catalyst prediction with 721,799 reactions and 888 catalyst types from USPTO. Task: Predict which catalyst facilitates the given reaction. (1) Reactant: [C:1]([O:5][C:6]([N:8]1[CH2:14][CH2:13][CH2:12][CH:11]([OH:15])[CH2:10][CH2:9]1)=[O:7])([CH3:4])([CH3:3])[CH3:2].C1OCCOCCOCCOCCOCCOC1.CC(C)([O-])C.[K+].Br[CH2:41][C:42]1[C:43]([C:50]2[C:55]([Cl:56])=[CH:54][CH:53]=[CH:52][C:51]=2[Cl:57])=[N:44][O:45][C:46]=1[CH:47]1[CH2:49][CH2:48]1. Product: [C:1]([O:5][C:6]([N:8]1[CH2:14][CH2:13][CH2:12][CH:11]([O:15][CH2:41][C:42]2[C:43]([C:50]3[C:51]([Cl:57])=[CH:52][CH:53]=[CH:54][C:55]=3[Cl:56])=[N:44][O:45][C:46]=2[CH:47]2[CH2:49][CH2:48]2)[CH2:10][CH2:9]1)=[O:7])([CH3:4])([CH3:2])[CH3:3]. The catalyst class is: 30. (2) Reactant: [CH2:1]([O:3][C:4]1[S:8][C:7]([NH:9][C:10]2[N:15]=[C:14]([CH3:16])[CH:13]=[CH:12][N:11]=2)=[N:6][C:5]=1[C:17]1[CH:18]=[N:19][N:20](CC2C=CC(OC)=CC=2)[CH:21]=1)[CH3:2].FC(F)(F)S(O)(=O)=O. Product: [CH2:1]([O:3][C:4]1[S:8][C:7]([NH:9][C:10]2[N:15]=[C:14]([CH3:16])[CH:13]=[CH:12][N:11]=2)=[N:6][C:5]=1[C:17]1[CH:21]=[N:20][NH:19][CH:18]=1)[CH3:2]. The catalyst class is: 484. (3) Reactant: [CH3:1][C:2]1([CH3:16])[C:7](=[O:8])[NH:6][C:5]2[CH:9]=[C:10]([N+:13]([O-:15])=[O:14])[CH:11]=[CH:12][C:4]=2[O:3]1.Br[CH2:18][CH2:19][O:20][CH3:21].C([O-])([O-])=O.[Cs+].[Cs+]. Product: [CH3:21][O:20][CH:19]([N:6]1[C:5]2[CH:9]=[C:10]([N+:13]([O-:15])=[O:14])[CH:11]=[CH:12][C:4]=2[O:3][C:2]([CH3:16])([CH3:1])[C:7]1=[O:8])[CH3:18]. The catalyst class is: 3. (4) Product: [F:1][C:2]1[CH:21]=[CH:20][C:5]2[C:6]([C:9]3[CH:14]=[CH:13][C:12]([O:15][CH2:16][C@H:17]([OH:18])[CH2:19][N:31]4[CH2:32][CH2:33][N:28]([C:22]5[CH:27]=[CH:26][CH:25]=[CH:24][CH:23]=5)[CH2:29][CH2:30]4)=[CH:11][CH:10]=3)=[N:7][O:8][C:4]=2[CH:3]=1. The catalyst class is: 737. Reactant: [F:1][C:2]1[CH:21]=[CH:20][C:5]2[C:6]([C:9]3[CH:14]=[CH:13][C:12]([O:15][CH2:16][C@H:17]4[CH2:19][O:18]4)=[CH:11][CH:10]=3)=[N:7][O:8][C:4]=2[CH:3]=1.[C:22]1([N:28]2[CH2:33][CH2:32][NH:31][CH2:30][CH2:29]2)[CH:27]=[CH:26][CH:25]=[CH:24][CH:23]=1. (5) Reactant: [OH:1][C@@H:2]1[CH2:7][CH2:6][C@H:5]([C:8]([OH:10])=O)[CH2:4][CH2:3]1.[CH:11]([N:14]1[CH2:19][CH2:18][NH:17][CH2:16][CH2:15]1)([CH3:13])[CH3:12].CN(C(ON1N=NC2C=CC=CC1=2)=[N+](C)C)C.[B-](F)(F)(F)F.C(N(CC)CC)C. Product: [CH:11]([N:14]1[CH2:19][CH2:18][N:17]([C:8]([C@H:5]2[CH2:4][CH2:3][C@@H:2]([OH:1])[CH2:7][CH2:6]2)=[O:10])[CH2:16][CH2:15]1)([CH3:13])[CH3:12]. The catalyst class is: 3. (6) Product: [CH3:27][O:26][C:20]1[CH:19]=[C:18]([CH:23]=[CH:22][C:21]=1[O:24][CH3:25])[C:17]([NH:16][C:9]1[C:10]2[C:15](=[CH:14][CH:13]=[CH:12][CH:11]=2)[C:6]([C:4]([OH:5])=[O:3])=[CH:7][CH:8]=1)=[O:28]. Reactant: C([O:3][C:4]([C:6]1[C:15]2[C:10](=[CH:11][CH:12]=[CH:13][CH:14]=2)[C:9]([NH:16][C:17](=[O:28])[C:18]2[CH:23]=[CH:22][C:21]([O:24][CH3:25])=[C:20]([O:26][CH3:27])[CH:19]=2)=[CH:8][CH:7]=1)=[O:5])C.[OH-].[Na+]. The catalyst class is: 315. (7) Reactant: [C:13](O[AlH-](O[C:13]([CH3:16])([CH3:15])[CH3:14])O[C:13]([CH3:16])([CH3:15])[CH3:14])([CH3:16])([CH3:15])[CH3:14].[Li+].[OH2:18].[C:19]([O:22][CH2:23][CH3:24])(=[O:21])C. Product: [CH2:23]([O:22][C:19]([C:13]1([CH2:14][OH:18])[CH2:15][CH2:16]1)=[O:21])[CH3:24]. The catalyst class is: 1. (8) Reactant: [F:1][C:2]1[CH:7]=[CH:6][C:5]([S:8]([NH:11][C@@H:12]2[CH:20]=[CH:19][C:18]3[N:14]([C:15]4[N:29]=[CH:28][CH:27]=[CH:26][C:16]=4[C:17]=3[CH2:21][C:22]([O:24][CH3:25])=[O:23])[CH2:13]2)(=[O:10])=[O:9])=[CH:4][CH:3]=1.C(Cl)Cl. Product: [F:1][C:2]1[CH:7]=[CH:6][C:5]([S:8]([NH:11][C@@H:12]2[CH2:20][CH2:19][C:18]3[N:14]([C:15]4[N:29]=[CH:28][CH:27]=[CH:26][C:16]=4[C:17]=3[CH2:21][C:22]([O:24][CH3:25])=[O:23])[CH2:13]2)(=[O:9])=[O:10])=[CH:4][CH:3]=1. The catalyst class is: 13.